Dataset: Forward reaction prediction with 1.9M reactions from USPTO patents (1976-2016). Task: Predict the product of the given reaction. (1) The product is: [F:32][C:31]([F:34])([F:33])[C:29]([OH:35])=[O:30].[NH:1]1[CH2:2][CH:3]([NH:5][C:6]2[CH:7]=[C:8]3[C:17](=[CH:18][C:19]=2[O:20][C:21]2[CH:26]=[CH:25][CH:24]=[CH:23][CH:22]=2)[O:16][CH2:15][C:14]2[N:9]3[CH:10]([CH3:28])[C:11](=[O:27])[NH:12][N:13]=2)[CH2:4]1. Given the reactants [NH:1]1[CH2:4][CH:3]([NH:5][C:6]2[CH:7]=[C:8]3[C:17](=[CH:18][C:19]=2[O:20][C:21]2[CH:26]=[CH:25][CH:24]=[CH:23][CH:22]=2)[O:16][CH2:15][C:14]2[N:9]3[CH:10]([CH3:28])[C:11](=[O:27])[NH:12][N:13]=2)[CH2:2]1.[C:29]([OH:35])([C:31]([F:34])([F:33])[F:32])=[O:30], predict the reaction product. (2) Given the reactants C(O[C:4]1[NH:5][C@@H:6]([C:15]2[CH:20]=[CH:19][C:18]([F:21])=[CH:17][CH:16]=2)[CH2:7][CH2:8][C:9]=1[C:10]([O:12][CH2:13][CH3:14])=[O:11])C.[NH3:22], predict the reaction product. The product is: [NH2:22][C:4]1[NH:5][C@@H:6]([C:15]2[CH:20]=[CH:19][C:18]([F:21])=[CH:17][CH:16]=2)[CH2:7][CH2:8][C:9]=1[C:10]([O:12][CH2:13][CH3:14])=[O:11].